Dataset: Forward reaction prediction with 1.9M reactions from USPTO patents (1976-2016). Task: Predict the product of the given reaction. (1) Given the reactants O[CH2:2][C:3]1[CH:8]=[CH:7][N:6]=[C:5]([C:9]([N:11]([CH3:13])[CH3:12])=[O:10])[CH:4]=1.S(Cl)([Cl:16])=O, predict the reaction product. The product is: [ClH:16].[Cl:16][CH2:2][C:3]1[CH:8]=[CH:7][N:6]=[C:5]([C:9]([N:11]([CH3:13])[CH3:12])=[O:10])[CH:4]=1. (2) Given the reactants [CH3:1][C:2]1[CH:7]=[CH:6][C:5]([CH3:8])=[CH:4][N:3]=1.[OH:9]O, predict the reaction product. The product is: [CH3:1][C:2]1[CH:7]=[CH:6][C:5]([CH3:8])=[CH:4][N+:3]=1[O-:9]. (3) The product is: [F:21][C:12]1[CH:11]=[C:10]([NH:9][C:7](=[O:8])[C:6]2[CH:22]=[C:2]([C:31]3[NH:30][N:29]=[CH:33][CH:32]=3)[C:3]([N:23]3[CH2:27][CH2:26][C@@H:25]([OH:28])[CH2:24]3)=[N:4][CH:5]=2)[CH:15]=[CH:14][C:13]=1[O:16][C:17]([F:20])([F:19])[F:18]. Given the reactants Br[C:2]1[C:3]([N:23]2[CH2:27][CH2:26][C@@H:25]([OH:28])[CH2:24]2)=[N:4][CH:5]=[C:6]([CH:22]=1)[C:7]([NH:9][C:10]1[CH:15]=[CH:14][C:13]([O:16][C:17]([F:20])([F:19])[F:18])=[C:12]([F:21])[CH:11]=1)=[O:8].[NH:29]1[CH:33]=[CH:32][CH:31]=[N:30]1.C([O-])([O-])=O.[Na+].[Na+].COCCOC, predict the reaction product. (4) The product is: [Cl:26][C:27]1[CH:28]=[CH:29][C:30]([F:34])=[C:31]([N:32]([CH:3]2[CH2:7][O:6][C:5]3([CH2:8][CH2:9][N:10]([CH2:13][C:14]4[S:18][C:17]([Cl:19])=[N:16][CH:15]=4)[CH2:11][CH2:12]3)[O:4]2)[CH3:20])[CH:33]=1. Given the reactants ClC[CH:3]1[CH2:7][O:6][C:5]2([CH2:12][CH2:11][N:10]([CH2:13][C:14]3[S:18][C:17]([Cl:19])=[N:16][CH:15]=3)[CH2:9][CH2:8]2)[O:4]1.[C:20](=O)([O-])[O-].[K+].[K+].[Cl:26][C:27]1[CH:28]=[CH:29][C:30]([F:34])=[C:31]([CH:33]=1)[NH2:32].[I-].[K+], predict the reaction product. (5) Given the reactants Br[C:2]1[C:11]2[CH2:10][CH2:9][CH2:8][CH:7]([NH2:12])[C:6]=2[CH:5]=[N:4][CH:3]=1.[C:13]([C:15]1[CH:20]=[CH:19][C:18](B(O)O)=[CH:17][CH:16]=1)#[N:14].C([O-])([O-])=O.[Na+].[Na+].[Na+].[Cl-], predict the reaction product. The product is: [NH2:12][CH:7]1[C:6]2[CH:5]=[N:4][CH:3]=[C:2]([C:18]3[CH:19]=[CH:20][C:15]([C:13]#[N:14])=[CH:16][CH:17]=3)[C:11]=2[CH2:10][CH2:9][CH2:8]1. (6) Given the reactants [F:1][C:2]1[CH:7]=[CH:6][C:5]([C:8]2[O:9][C:10]3[CH:19]=[CH:18][C:17]([OH:20])=[CH:16][C:11]=3[C:12]=2[C:13](O)=[O:14])=[CH:4][CH:3]=1.CN.C1COCC1.C1C=CC2N(O)N=[N:34][C:32]=2C=1.CCN=C=NCCCN(C)C.Cl.C(N(C(C)C)CC)(C)C, predict the reaction product. The product is: [F:1][C:2]1[CH:7]=[CH:6][C:5]([C:8]2[O:9][C:10]3[CH:19]=[CH:18][C:17]([OH:20])=[CH:16][C:11]=3[C:12]=2[C:13]([NH:34][CH3:32])=[O:14])=[CH:4][CH:3]=1. (7) Given the reactants [CH2:1]([C:8]1[CH:9]=[N:10][C:11]2[C:16]([C:17]=1[C:18]1[CH:19]=[C:20]([NH2:24])[CH:21]=[CH:22][CH:23]=1)=[CH:15][CH:14]=[CH:13][C:12]=2[C:25]([F:28])([F:27])[F:26])[C:2]1[CH:7]=[CH:6][CH:5]=[CH:4][CH:3]=1.[Cl:29][C:30]1[CH:35]=[C:34]([CH:36]=O)[CH:33]=[C:32]([Cl:38])[N:31]=1, predict the reaction product. The product is: [CH2:1]([C:8]1[CH:9]=[N:10][C:11]2[C:16]([C:17]=1[C:18]1[CH:19]=[C:20]([NH:24][CH2:36][C:34]3[CH:33]=[C:32]([Cl:38])[N:31]=[C:30]([Cl:29])[CH:35]=3)[CH:21]=[CH:22][CH:23]=1)=[CH:15][CH:14]=[CH:13][C:12]=2[C:25]([F:28])([F:26])[F:27])[C:2]1[CH:3]=[CH:4][CH:5]=[CH:6][CH:7]=1. (8) The product is: [C:2]([C:7]1[O:11][C:10]([CH2:12][N:13]2[CH:17]=[CH:16][C:15]([NH:18][C:33]([C:28]3[N:29]=[C:30]([CH3:32])[O:31][C:27]=3[C:22]3[CH:23]=[CH:24][CH:25]=[CH:26][C:21]=3[O:20][CH3:19])=[O:34])=[N:14]2)=[CH:9][CH:8]=1)(=[O:6])[CH3:1]. Given the reactants [CH3:1][C:2]1([C:7]2[O:11][C:10]([CH2:12][N:13]3[CH:17]=[CH:16][C:15]([NH2:18])=[N:14]3)=[CH:9][CH:8]=2)[O:6]CCO1.[CH3:19][O:20][C:21]1[CH:26]=[CH:25][CH:24]=[CH:23][C:22]=1[C:27]1[O:31][C:30]([CH3:32])=[N:29][C:28]=1[C:33](O)=[O:34], predict the reaction product.